The task is: Predict the reaction yield, written as a fraction of the theoretical maximum amount of product (1.0 means a 100% yield; for example, 0.34 means a 34% yield).. This data is from Reaction yield outcomes from USPTO patents with 853,638 reactions. The reactants are Br[C:2]1[CH:3]=[CH:4][C:5]([F:12])=[C:6]([NH:8][C:9](=[O:11])[CH3:10])[CH:7]=1.[CH3:13][C@H:14]1[CH2:19][NH:18][CH2:17][C@@H:16]([CH3:20])[NH:15]1.CC(C)([O-])C.[Na+].C1(P(C2CCCCC2)C2C=CC=CC=2C2C=CC=CC=2N(C)C)CCCCC1. The catalyst is O1CCOCC1.C1C=CC(/C=C/C(/C=C/C2C=CC=CC=2)=O)=CC=1.C1C=CC(/C=C/C(/C=C/C2C=CC=CC=2)=O)=CC=1.C1C=CC(/C=C/C(/C=C/C2C=CC=CC=2)=O)=CC=1.[Pd].[Pd]. The product is [NH3:8].[CH3:13][C@H:14]1[NH:15][C@@H:16]([CH3:20])[CH2:17][N:18]([C:2]2[CH:3]=[CH:4][C:5]([F:12])=[C:6]([NH:8][C:9](=[O:11])[CH3:10])[CH:7]=2)[CH2:19]1. The yield is 0.100.